The task is: Regression. Given two drug SMILES strings and cell line genomic features, predict the synergy score measuring deviation from expected non-interaction effect.. This data is from NCI-60 drug combinations with 297,098 pairs across 59 cell lines. Drug 1: C1=NC2=C(N1)C(=S)N=CN2. Drug 2: CC1=C(C=C(C=C1)C(=O)NC2=CC(=CC(=C2)C(F)(F)F)N3C=C(N=C3)C)NC4=NC=CC(=N4)C5=CN=CC=C5. Cell line: HCT116. Synergy scores: CSS=5.00, Synergy_ZIP=-1.22, Synergy_Bliss=-2.78, Synergy_Loewe=-0.585, Synergy_HSA=-4.57.